Dataset: Peptide-MHC class I binding affinity with 185,985 pairs from IEDB/IMGT. Task: Regression. Given a peptide amino acid sequence and an MHC pseudo amino acid sequence, predict their binding affinity value. This is MHC class I binding data. The peptide sequence is RLKTATYTF. The MHC is HLA-A02:01 with pseudo-sequence HLA-A02:01. The binding affinity (normalized) is 0.0847.